This data is from Catalyst prediction with 721,799 reactions and 888 catalyst types from USPTO. The task is: Predict which catalyst facilitates the given reaction. Reactant: [O:1]1CCO[CH:2]1[C:6]1[C:11]([NH2:12])=[CH:10][C:9]([F:13])=[CH:8][N:7]=1.[Cl-].[Li+]. Product: [NH2:12][C:11]1[C:6]([CH:2]=[O:1])=[N:7][CH:8]=[C:9]([F:13])[CH:10]=1. The catalyst class is: 58.